This data is from Forward reaction prediction with 1.9M reactions from USPTO patents (1976-2016). The task is: Predict the product of the given reaction. The product is: [CH:5]1([C:8]2[C:13](=[O:14])[CH2:12][C:11]([CH3:15])([CH3:16])[C:10](/[CH:18]=[CH:19]/[C:20](/[CH3:24])=[CH:21]\[C:22]([OH:33])=[O:23])([OH:17])[C:9]=2[CH3:25])[CH2:6][CH2:7]1. Given the reactants [O-]Cl=O.[Na+].[CH:5]1([C:8]2[C:13](=[O:14])[CH2:12][C:11]([CH3:16])([CH3:15])[C:10](/[CH:18]=[CH:19]/[C:20](/[CH3:24])=[CH:21]\[CH:22]=[O:23])([OH:17])[C:9]=2[CH3:25])[CH2:7][CH2:6]1.CC(=CC)C.C(OCC)(=[O:33])C, predict the reaction product.